From a dataset of Forward reaction prediction with 1.9M reactions from USPTO patents (1976-2016). Predict the product of the given reaction. (1) Given the reactants [N:1]1[N:2]([C:6]2[CH:11]=[CH:10][CH:9]=[CH:8][C:7]=2[C:12]([N:14]2[CH2:19][C@H:18]([OH:20])[CH2:17][CH2:16][C@H:15]2[CH3:21])=[O:13])[N:3]=[CH:4][CH:5]=1.[H-].[Na+].F[C:25]1[C:30]([F:31])=[C:29]([C:32]([OH:35])([CH3:34])[CH3:33])[CH:28]=[CH:27][N:26]=1, predict the reaction product. The product is: [F:31][C:30]1[C:25]([O:20][C@@H:18]2[CH2:17][CH2:16][C@@H:15]([CH3:21])[N:14]([C:12]([C:7]3[CH:8]=[CH:9][CH:10]=[CH:11][C:6]=3[N:2]3[N:3]=[CH:4][CH:5]=[N:1]3)=[O:13])[CH2:19]2)=[N:26][CH:27]=[CH:28][C:29]=1[C:32]([OH:35])([CH3:33])[CH3:34]. (2) Given the reactants [C:1]([CH:7]([OH:13])[CH2:8][CH:9]([OH:12])[CH2:10][OH:11])(=[O:6])[C:2]([CH3:5])([CH3:4])[CH3:3].N1C=CN=C1.[Si:19](Cl)([C:22]([CH3:25])([CH3:24])[CH3:23])([CH3:21])[CH3:20], predict the reaction product. The product is: [Si:19]([CH:10]([OH:11])[CH:9]([OH:12])[CH2:8][CH:7]([C:1](=[O:6])[C:2]([CH3:5])([CH3:4])[CH3:3])[OH:13])([C:22]([CH3:25])([CH3:24])[CH3:23])([CH3:21])[CH3:20]. (3) Given the reactants [Cl:1][C:2]1[C:3]([C:12]2([C:15]#[N:16])[CH2:14][CH2:13]2)=[N:4][CH:5]=[C:6]([C:8]([F:11])([F:10])[F:9])[CH:7]=1.N.[H][H], predict the reaction product. The product is: [Cl:1][C:2]1[C:3]([C:12]2([CH2:15][NH2:16])[CH2:14][CH2:13]2)=[N:4][CH:5]=[C:6]([C:8]([F:11])([F:9])[F:10])[CH:7]=1. (4) Given the reactants [Br:1][C:2]1[CH:7]=[CH:6][C:5]([C:8]2([C:11](O)=[O:12])[CH2:10][CH2:9]2)=[CH:4][CH:3]=1.CSC.B, predict the reaction product. The product is: [Br:1][C:2]1[CH:3]=[CH:4][C:5]([C:8]2([CH2:11][OH:12])[CH2:9][CH2:10]2)=[CH:6][CH:7]=1. (5) Given the reactants [H-].[Na+].[CH2:3]([SH:10])[C:4]1[CH:9]=[CH:8][CH:7]=[CH:6][CH:5]=1.[Cl:11][C:12]1[CH:17]=[C:16]([Cl:18])[C:15]([O:19][CH3:20])=[CH:14][C:13]=1[NH:21][C:22]1[C:31]2[C:26](=[CH:27][C:28](F)=[C:29]([O:32][CH3:33])[CH:30]=2)[N:25]=[CH:24][C:23]=1[C:35]#[N:36].CS(C)=O, predict the reaction product. The product is: [CH2:3]([S:10][C:28]1[CH:27]=[C:26]2[C:31]([C:22]([NH:21][C:13]3[CH:14]=[C:15]([O:19][CH3:20])[C:16]([Cl:18])=[CH:17][C:12]=3[Cl:11])=[C:23]([C:35]#[N:36])[CH:24]=[N:25]2)=[CH:30][C:29]=1[O:32][CH3:33])[C:4]1[CH:9]=[CH:8][CH:7]=[CH:6][CH:5]=1. (6) Given the reactants [N:1]1([C:7]([O:9][C:10]([CH3:13])([CH3:12])[CH3:11])=[O:8])[CH2:6][CH2:5][NH:4][CH2:3][CH2:2]1.C(N(CC)CC)C.[Cl:21][CH:22]([CH3:26])[C:23](Cl)=[O:24], predict the reaction product. The product is: [Cl:21][CH:22]([CH3:26])[C:23]([N:4]1[CH2:5][CH2:6][N:1]([C:7]([O:9][C:10]([CH3:13])([CH3:12])[CH3:11])=[O:8])[CH2:2][CH2:3]1)=[O:24].